Predict the product of the given reaction. From a dataset of Forward reaction prediction with 1.9M reactions from USPTO patents (1976-2016). (1) Given the reactants [CH3:1][C@@H:2]([C@@H:9]1[C@@:13]2([CH3:28])[CH2:14][CH2:15][C@@H:16]3[C@@:21]4([CH3:27])[CH2:22][CH2:23][C@H:24]([OH:26])[CH2:25][C:20]4=[CH:19][CH:18]=[C:17]3[C@@H:12]2[CH2:11][CH2:10]1)[CH2:3][CH2:4][CH2:5][CH:6]([CH3:8])[CH3:7].[CH3:29][C:30]1[CH2:35][CH2:34][C@H:33]([OH:36])[CH2:32][C:31]=1/[CH:37]=[CH:38]\[C:39]1[C@@H:44]2[CH2:45][CH2:46][C@H:47]([C@@H:48]([CH2:50][CH2:51][CH2:52][CH:53]([CH3:55])[CH3:54])[CH3:49])[C@@:43]2([CH3:56])[CH2:42][CH2:41][CH:40]=1.[CH3:57][C:58]1[CH2:63][CH2:62][C@H:61]([OH:64])[CH2:60][C:59]=1/[CH:65]=[CH:66]/[C:67]1[C@@H:72]2[CH2:73][CH2:74][C@H:75]([C@@H:76](/[CH:78]=[CH:79]/[C@@H:80]([CH:82]([CH3:84])[CH3:83])[CH3:81])[CH3:77])[C@@:71]2([CH3:85])[CH2:70][CH2:69][CH:68]=1, predict the reaction product. The product is: [CH3:1][C@@H:2]([C@@H:9]1[C@@:13]2([CH3:28])[CH2:14][CH2:15][C@@H:16]3[C@@:21]4([CH3:27])[CH2:22][CH2:23][C@H:24]([OH:26])[CH2:25][C:20]4=[CH:19][CH:18]=[C:17]3[C@@H:12]2[CH2:11][CH2:10]1)[CH2:3][CH2:4][CH2:5][CH:6]([CH3:7])[CH3:8].[CH3:29][C:30]1[CH2:35][CH2:34][C@H:33]([OH:36])[CH2:32][C:31]=1/[CH:37]=[CH:38]\[C:39]1[C@@H:44]2[CH2:45][CH2:46][C@H:47]([C@@H:48]([CH2:50][CH2:51][CH2:52][CH:53]([CH3:55])[CH3:54])[CH3:49])[C@@:43]2([CH3:56])[CH2:42][CH2:41][CH:40]=1.[CH3:57][C:58]1[CH2:63][CH2:62][C@H:61]([OH:64])[CH2:60][C:59]=1/[CH:65]=[CH:66]/[C:67]1[C@@H:72]2[CH2:73][CH2:74][C@H:75]([C@@H:76](/[CH:78]=[CH:79]/[C@@H:80]([CH:82]([CH3:84])[CH3:83])[CH3:81])[CH3:77])[C@@:71]2([CH3:85])[CH2:70][CH2:69][CH:68]=1.[CH3:1][C@@H:2]([C@@H:9]1[C@@:13]2([CH3:28])[CH2:14][CH2:15][C@H:16]3[C@:21]4([CH3:27])[CH2:22][CH2:23][C@H:24]([OH:26])[CH2:25][C:20]4=[CH:19][CH:18]=[C:17]3[C@@H:12]2[CH2:11][CH2:10]1)/[CH:3]=[CH:4]/[C@@H:5]([CH:6]([CH3:7])[CH3:8])[CH3:29]. (2) The product is: [NH2:30][C@:11]1(/[CH:10]=[CH:9]/[P:4](=[O:3])([OH:6])[OH:5])[CH2:15][CH2:14][C@H:13]([C:16]2[CH:21]=[CH:20][C:19]([CH2:22][CH2:23][CH2:24][CH2:25][CH2:26][CH2:27][CH2:28][CH3:29])=[CH:18][CH:17]=2)[CH2:12]1. Given the reactants C([O:3][P:4](/[CH:9]=[CH:10]/[C@@:11]1([NH:30]C(=O)OC(C)(C)C)[CH2:15][CH2:14][C@H:13]([C:16]2[CH:21]=[CH:20][C:19]([CH2:22][CH2:23][CH2:24][CH2:25][CH2:26][CH2:27][CH2:28][CH3:29])=[CH:18][CH:17]=2)[CH2:12]1)([O:6]CC)=[O:5])C.Br[Si](C)(C)C, predict the reaction product. (3) Given the reactants [F:1][C:2]1[CH:3]=[C:4]([CH:56]=[CH:57][C:58]=1[F:59])[C:5]([N:7]=[C:8]([NH:50][C@@H:51]([CH3:55])[CH2:52][O:53][CH3:54])[NH:9][C:10]1[C:18]2[C:13](=[CH:14][C:15]([C:19]([F:22])([F:21])[F:20])=[CH:16][CH:17]=2)[N:12]([C:23]([O:25][CH2:26][O:27][C:28](=[O:49])[C:29]2[CH:34]=[CH:33][C:32]([CH2:35][O:36][P:37]([O:44]C(C)(C)C)([O:39]C(C)(C)C)=[O:38])=[CH:31][CH:30]=2)=[O:24])[N:11]=1)=[O:6].FC(F)(F)C(O)=O, predict the reaction product. The product is: [F:1][C:2]1[CH:3]=[C:4]([CH:56]=[CH:57][C:58]=1[F:59])[C:5]([N:7]=[C:8]([NH:50][C@@H:51]([CH3:55])[CH2:52][O:53][CH3:54])[NH:9][C:10]1[C:18]2[C:13](=[CH:14][C:15]([C:19]([F:20])([F:22])[F:21])=[CH:16][CH:17]=2)[N:12]([C:23]([O:25][CH2:26][O:27][C:28](=[O:49])[C:29]2[CH:30]=[CH:31][C:32]([CH2:35][O:36][P:37]([OH:44])([OH:39])=[O:38])=[CH:33][CH:34]=2)=[O:24])[N:11]=1)=[O:6]. (4) Given the reactants [O:1]1[C:6]2[CH:7]=[CH:8][CH:9]=[CH:10][C:5]=2[NH:4][C:3](=[O:11])[CH2:2]1.Cl.[N:13]1[CH:18]=[CH:17][CH:16]=[CH:15][C:14]=1[CH2:19][C:20](O)=[O:21], predict the reaction product. The product is: [N:13]1[CH:18]=[CH:17][CH:16]=[CH:15][C:14]=1[CH2:19][C:20]([C:9]1[CH:8]=[CH:7][C:6]2[O:1][CH2:2][C:3](=[O:11])[NH:4][C:5]=2[CH:10]=1)=[O:21]. (5) Given the reactants Cl.[O:2]=[C:3]([N:31]1[CH2:36][CH2:35][N:34]2[C:37]([C:40]([F:43])([F:42])[F:41])=[N:38][N:39]=[C:33]2[CH2:32]1)[CH2:4][CH:5]([NH:16][C:17]([CH:19]1[CH2:23][CH2:22][CH2:21][N:20]1[C:24](=[O:30])[CH:25]([NH2:29])[CH:26]([CH3:28])[CH3:27])=[O:18])[CH2:6][C:7]1[CH:12]=[C:11]([F:13])[C:10]([F:14])=[CH:9][C:8]=1[F:15].C(=O)(O)[O-].[Na+], predict the reaction product. The product is: [O:2]=[C:3]([N:31]1[CH2:36][CH2:35][N:34]2[C:37]([C:40]([F:41])([F:43])[F:42])=[N:38][N:39]=[C:33]2[CH2:32]1)[CH2:4][CH:5]([NH:16][C:17]([CH:19]1[CH2:23][CH2:22][CH2:21][N:20]1[C:24](=[O:30])[CH:25]([NH2:29])[CH:26]([CH3:28])[CH3:27])=[O:18])[CH2:6][C:7]1[CH:12]=[C:11]([F:13])[C:10]([F:14])=[CH:9][C:8]=1[F:15]. (6) Given the reactants [N:1]1([CH2:10][C:11]2[CH:16]=[CH:15][C:14]([C:17]3[O:18][C:19]([CH3:24])=[C:20]([CH2:22]O)[N:21]=3)=[CH:13][CH:12]=2)[C:5]2[CH:6]=[CH:7][CH:8]=[CH:9][C:4]=2[N:3]=[CH:2]1.S(Cl)([Cl:27])=O, predict the reaction product. The product is: [Cl:27][CH2:22][C:20]1[N:21]=[C:17]([C:14]2[CH:15]=[CH:16][C:11]([CH2:10][N:1]3[C:5]4[CH:6]=[CH:7][CH:8]=[CH:9][C:4]=4[N:3]=[CH:2]3)=[CH:12][CH:13]=2)[O:18][C:19]=1[CH3:24].